Dataset: Catalyst prediction with 721,799 reactions and 888 catalyst types from USPTO. Task: Predict which catalyst facilitates the given reaction. (1) Reactant: [PH4+].[OH:2][C:3]([CH3:9])([CH3:8])[CH2:4][C:5](=[O:7])[CH3:6].[CH:10]([CH:12]=[CH2:13])=O. Product: [OH:2][C:3]([CH3:9])([CH2:4][C:5](=[O:7])/[CH:6]=[CH:13]/[CH:12]=[CH2:10])[CH3:8]. The catalyst class is: 2. (2) Reactant: [OH:1][CH:2]([CH2:8][N:9]([CH3:22])[S:10]([C:13]1[CH:18]=[CH:17][CH:16]=[CH:15][C:14]=1[N+:19]([O-:21])=[O:20])(=[O:12])=[O:11])[CH2:3][C:4]([O:6][CH3:7])=[O:5].I[CH3:24].[H-].[Na+]. Product: [CH3:22][N:9]([S:10]([C:13]1[CH:18]=[CH:17][CH:16]=[CH:15][C:14]=1[N+:19]([O-:21])=[O:20])(=[O:11])=[O:12])[CH2:8][CH:2]([O:1][CH3:24])[CH2:3][C:4]([O:6][CH3:7])=[O:5]. The catalyst class is: 3. (3) Reactant: C[O:2][C:3]1[CH:4]=[C:5]([C:9]2[N:10]=[C:11]3[N:15]([C:16]=2[C:17]2[CH:22]=[CH:21][N:20]=[C:19]([NH:23][C@@H:24]4[CH2:29][CH2:28][CH2:27][N:26]([CH2:30][C@@H:31]([OH:34])[CH2:32][OH:33])[CH2:25]4)[N:18]=2)[CH:14]=[CH:13][S:12]3)[CH:6]=[CH:7][CH:8]=1.B(Br)(Br)Br. Product: [OH:2][C:3]1[CH:4]=[C:5]([C:9]2[N:10]=[C:11]3[N:15]([C:16]=2[C:17]2[CH:22]=[CH:21][N:20]=[C:19]([NH:23][C@@H:24]4[CH2:29][CH2:28][CH2:27][N:26]([CH2:30][C@@H:31]([OH:34])[CH2:32][OH:33])[CH2:25]4)[N:18]=2)[CH:14]=[CH:13][S:12]3)[CH:6]=[CH:7][CH:8]=1. The catalyst class is: 2. (4) Reactant: [CH:1]1([C:4]([NH:6][C:7]2[N:8]=[CH:9][C:10]3[C:15]([CH:16]=2)=[CH:14][CH:13]=[C:12]([C:17]2[C:18]([CH3:31])=[CH:19][C:20]([NH:23]C(=O)OC(C)(C)C)=[N:21][CH:22]=2)[CH:11]=3)=[O:5])[CH2:3][CH2:2]1. Product: [NH2:23][C:20]1[N:21]=[CH:22][C:17]([C:12]2[CH:11]=[C:10]3[C:15]([CH:16]=[C:7]([NH:6][C:4]([CH:1]4[CH2:2][CH2:3]4)=[O:5])[N:8]=[CH:9]3)=[CH:14][CH:13]=2)=[C:18]([CH3:31])[CH:19]=1. The catalyst class is: 281. (5) Reactant: [N:1]1[CH:6]=[CH:5][CH:4]=[CH:3][N:2]=1.[Br:7][C:8]1[C:9]([F:16])=[C:10]([CH:13]=[CH:14][CH:15]=1)[CH:11]=[O:12].[Li]N1C(C)(C)CCCC1(C)C.Cl.CCO.C1COCC1.C([O-])(O)=O.[Na+]. The catalyst class is: 1. Product: [Br:7][C:8]1[C:9]([F:16])=[C:10]([CH:11]([C:6]2[N:1]=[N:2][CH:3]=[CH:4][CH:5]=2)[OH:12])[CH:13]=[CH:14][CH:15]=1.